This data is from Full USPTO retrosynthesis dataset with 1.9M reactions from patents (1976-2016). The task is: Predict the reactants needed to synthesize the given product. (1) Given the product [CH2:27]([NH:30][C:6](=[O:8])[C:5]1[CH:9]=[CH:10][C:2]([CH3:1])=[C:3]([C:11]2[CH:12]=[C:13]3[C:18](=[CH:19][CH:20]=2)[C:17]([N:21]2[CH2:22][CH2:23][O:24][CH2:25][CH2:26]2)=[N:16][N:15]=[CH:14]3)[CH:4]=1)[CH3:28], predict the reactants needed to synthesize it. The reactants are: [CH3:1][C:2]1[CH:10]=[CH:9][C:5]([C:6]([OH:8])=O)=[CH:4][C:3]=1[C:11]1[CH:12]=[C:13]2[C:18](=[CH:19][CH:20]=1)[C:17]([N:21]1[CH2:26][CH2:25][O:24][CH2:23][CH2:22]1)=[N:16][N:15]=[CH:14]2.[CH:27]([N:30](C(C)C)CC)(C)[CH3:28].C(N)C. (2) Given the product [Br:16][C:12]1[C:13]2[C:8](=[CH:7][C:6]([CH2:4][OH:3])=[CH:15][CH:14]=2)[C:9](=[O:20])[N:10]([CH:17]([CH3:19])[CH3:18])[N:11]=1, predict the reactants needed to synthesize it. The reactants are: C([O:3][C:4]([C:6]1[CH:7]=[C:8]2[C:13](=[CH:14][CH:15]=1)[C:12]([Br:16])=[N:11][N:10]([CH:17]([CH3:19])[CH3:18])[C:9]2=[O:20])=O)C.[Li+].[BH4-].[NH4+].[Cl-]. (3) Given the product [CH:1]1[C:10]2[C:5](=[CH:6][CH:7]=[CH:8][CH:9]=2)[CH:4]=[C:3]([NH:11][C:13]2[C:22]3[NH:23][N:24]=[CH:25][C:21]=3[C:20]3[CH:19]=[CH:18][CH:17]=[CH:16][C:15]=3[N:14]=2)[N:2]=1, predict the reactants needed to synthesize it. The reactants are: [CH:1]1[C:10]2[C:5](=[CH:6][CH:7]=[CH:8][CH:9]=2)[CH:4]=[C:3]([NH2:11])[N:2]=1.Cl[C:13]1[C:22]2=[N:23][N:24](CC3C=CC(OC)=CC=3)[CH:25]=[C:21]2[C:20]2[CH:19]=[CH:18][CH:17]=[CH:16][C:15]=2[N:14]=1. (4) Given the product [CH:41]([C:39]1[CH:38]=[CH:37][C:36]([O:44][CH3:45])=[C:35]([C:26]2[CH:27]=[CH:28][C:29]([C:31]([F:34])([F:32])[F:33])=[CH:30][C:25]=2[CH2:24][N:20]2[CH2:21][CH:17]([C:11]3[CH:12]=[CH:13][CH:14]=[CH:15][CH:16]=3)[CH2:18][C:19]2=[O:22])[CH:40]=1)([CH3:43])[CH3:42], predict the reactants needed to synthesize it. The reactants are: C[Si]([N-][Si](C)(C)C)(C)C.[Na+].[C:11]1([CH:17]2[CH2:21][NH:20][C:19](=[O:22])[CH2:18]2)[CH:16]=[CH:15][CH:14]=[CH:13][CH:12]=1.Br[CH2:24][C:25]1[CH:30]=[C:29]([C:31]([F:34])([F:33])[F:32])[CH:28]=[CH:27][C:26]=1[C:35]1[CH:40]=[C:39]([CH:41]([CH3:43])[CH3:42])[CH:38]=[CH:37][C:36]=1[O:44][CH3:45]. (5) Given the product [F:27][C:24]1[CH:25]=[CH:26][C:21]([C:18]2[CH:17]=[C:16]([CH2:15][N:14]3[C:10]4[C:9]5[CH:8]=[CH:7][CH:6]=[CH:5][C:4]=5[N:3]=[C:2]([NH2:28])[C:11]=4[N:12]=[CH:13]3)[O:20][N:19]=2)=[CH:22][CH:23]=1, predict the reactants needed to synthesize it. The reactants are: Cl[C:2]1[C:11]2[N:12]=[CH:13][N:14]([CH2:15][C:16]3[O:20][N:19]=[C:18]([C:21]4[CH:26]=[CH:25][C:24]([F:27])=[CH:23][CH:22]=4)[CH:17]=3)[C:10]=2[C:9]2[CH:8]=[CH:7][CH:6]=[CH:5][C:4]=2[N:3]=1.[NH3:28]. (6) Given the product [Si:23]([O:40][C@H:41]1[C:50]2[C:45](=[CH:46][C:47]([F:51])=[CH:48][CH:49]=2)[C@H:44]([NH:52][C:14]2[C:13]([N+:19]([O-:21])=[O:20])=[CH:12][N:11]=[C:10]([N:7]3[C:6]4[CH:22]=[C:2]([F:1])[CH:3]=[CH:4][C:5]=4[N:9]=[CH:8]3)[N:15]=2)[CH2:43][CH2:42]1)([C:36]([CH3:39])([CH3:37])[CH3:38])([C:30]1[CH:31]=[CH:32][CH:33]=[CH:34][CH:35]=1)[C:24]1[CH:25]=[CH:26][CH:27]=[CH:28][CH:29]=1, predict the reactants needed to synthesize it. The reactants are: [F:1][C:2]1[CH:3]=[CH:4][C:5]2[N:9]=[CH:8][N:7]([C:10]3[N:15]=[C:14](SC#N)[C:13]([N+:19]([O-:21])=[O:20])=[CH:12][N:11]=3)[C:6]=2[CH:22]=1.[Si:23]([O:40][C@H:41]1[C:50]2[C:45](=[CH:46][C:47]([F:51])=[CH:48][CH:49]=2)[C@H:44]([NH2:52])[CH2:43][CH2:42]1)([C:36]([CH3:39])([CH3:38])[CH3:37])([C:30]1[CH:35]=[CH:34][CH:33]=[CH:32][CH:31]=1)[C:24]1[CH:29]=[CH:28][CH:27]=[CH:26][CH:25]=1.CCN(C(C)C)C(C)C.CS(C)=O. (7) Given the product [CH3:42][O:41][CH2:40][CH2:39][O:6][N:5]=[C:4]([CH:1]1[CH2:2][CH2:3]1)[C:7]1[C:15]2[CH:14]=[CH:13][C:12]([C:22]3[CH:27]=[CH:26][CH:25]=[CH:24][CH:23]=3)([C:16]3[CH:17]=[CH:18][CH:19]=[CH:20][CH:21]=3)[CH2:11][C:10]=2[N:9]([CH2:28][O:29][CH2:30][CH2:31][Si:32]([CH3:35])([CH3:34])[CH3:33])[N:8]=1, predict the reactants needed to synthesize it. The reactants are: [CH:1]1([C:4]([C:7]2[C:15]3[CH:14]=[CH:13][C:12]([C:22]4[CH:27]=[CH:26][CH:25]=[CH:24][CH:23]=4)([C:16]4[CH:21]=[CH:20][CH:19]=[CH:18][CH:17]=4)[CH2:11][C:10]=3[N:9]([CH2:28][O:29][CH2:30][CH2:31][Si:32]([CH3:35])([CH3:34])[CH3:33])[N:8]=2)=[N:5][OH:6])[CH2:3][CH2:2]1.[H-].[Na+].Br[CH2:39][CH2:40][O:41][CH3:42].O. (8) Given the product [F:1][C:2]1[CH:3]=[C:4]([CH2:9][C:10]([NH:13][C@H:14]([C:16]([OH:18])=[O:17])[CH3:15])=[O:11])[CH:5]=[C:6]([F:8])[CH:7]=1, predict the reactants needed to synthesize it. The reactants are: [F:1][C:2]1[CH:3]=[C:4]([CH2:9][C:10](Cl)=[O:11])[CH:5]=[C:6]([F:8])[CH:7]=1.[NH2:13][C@H:14]([C:16]([OH:18])=[O:17])[CH3:15]. (9) Given the product [OH:8][N:9]1[C:15](=[O:16])[N:14]2[CH2:17][C@H:10]1[CH2:11][CH2:12][C@H:13]2[C:18]([NH:20][CH:21]1[CH2:26][CH2:25][N:24]([C:27]([O:29][C:38]([CH3:40])([CH3:39])[CH3:37])=[O:28])[CH2:23][CH2:22]1)=[O:19], predict the reactants needed to synthesize it. The reactants are: C([O:8][N:9]1[C:15](=[O:16])[N:14]2[CH2:17][C@@H:10]1[CH2:11][CH2:12][C@@H:13]2[C:18]([NH:20][CH:21]1[CH2:26][CH2:25][N:24]([C:27]([O:29]CC2C=CC=CC=2)=[O:28])[CH2:23][CH2:22]1)=[O:19])C1C=CC=CC=1.[CH3:37][C:38](OC(OC(O[C:38]([CH3:40])([CH3:39])[CH3:37])=O)=O)([CH3:40])[CH3:39]. (10) Given the product [Br:1][C:2]1[C:7](=[O:8])[N:6]2[CH:9]=[CH:10][CH:11]=[CH:12][C:5]2=[N:4][C:3]=1/[CH:13]=[CH:22]/[C:21]1[CH:24]=[CH:25][CH:26]=[C:27]([O:28][CH3:29])[C:20]=1[O:19][CH:14]1[CH2:18][CH2:17][CH2:16][CH2:15]1, predict the reactants needed to synthesize it. The reactants are: [Br:1][C:2]1[C:7](=[O:8])[N:6]2[CH:9]=[CH:10][CH:11]=[CH:12][C:5]2=[N:4][C:3]=1[CH3:13].[CH:14]1([O:19][C:20]2[C:27]([O:28][CH3:29])=[CH:26][CH:25]=[CH:24][C:21]=2[CH:22]=O)[CH2:18][CH2:17][CH2:16][CH2:15]1.[O-]CC.[Na+].